From a dataset of Reaction yield outcomes from USPTO patents with 853,638 reactions. Predict the reaction yield, written as a fraction of the theoretical maximum amount of product (1.0 means a 100% yield; for example, 0.34 means a 34% yield). (1) The reactants are [Br:1][C:2]1[CH:9]=[CH:8][C:5]([C:6]#[N:7])=[C:4]([OH:10])[CH:3]=1.[H-].[Na+]. The catalyst is C1COCC1.C(O)CCC. The product is [Br:1][C:2]1[CH:9]=[CH:8][C:5]([C:6]#[N:7])=[C:4]([O:10][CH2:9][CH2:2][CH2:3][CH3:4])[CH:3]=1. The yield is 0.570. (2) The reactants are CCOC1N(C(OCC)=O)C2C(=CC=CC=2)C=C1.[NH2:19][C:20]1[CH:27]=[CH:26][C:23]([CH2:24][OH:25])=[CH:22][CH:21]=1.[CH2:28]([O:31][C:32]([NH:34][C@@H:35]([CH:44]([CH3:46])[CH3:45])[C:36]([NH:38][C@@H:39]([CH3:43])[C:40](O)=[O:41])=[O:37])=[O:33])[CH:29]=[CH2:30]. The catalyst is C1COCC1. The product is [OH:25][CH2:24][C:23]1[CH:26]=[CH:27][C:20]([NH:19][C:40](=[O:41])[C@@H:39]([NH:38][C:36](=[O:37])[C@@H:35]([NH:34][C:32](=[O:33])[O:31][CH2:28][CH:29]=[CH2:30])[CH:44]([CH3:46])[CH3:45])[CH3:43])=[CH:21][CH:22]=1. The yield is 0.880. (3) The reactants are Br[C:2]1[C:10]2[C:5](=[CH:6][CH:7]=[C:8]([C:11]3[N:15]=[CH:14][N:13](C(C4C=CC=CC=4)(C4C=CC=CC=4)C4C=CC=CC=4)[N:12]=3)[CH:9]=2)[N:4](C2CCCCO2)[N:3]=1.[F:41][C:42]([F:53])([F:52])[C:43]1[CH:48]=[CH:47][C:46](B(O)O)=[CH:45][CH:44]=1.COCCOC.P([O-])([O-])([O-])=O.[K+].[K+].[K+]. The catalyst is C(Cl)Cl. The product is [F:41][C:42]([F:53])([F:52])[C:43]1[CH:48]=[CH:47][C:46]([C:2]2[C:10]3[C:5](=[CH:6][CH:7]=[C:8]([C:11]4[NH:12][N:13]=[CH:14][N:15]=4)[CH:9]=3)[NH:4][N:3]=2)=[CH:45][CH:44]=1. The yield is 0.113. (4) The reactants are [C:1]([O:4][C:5]1[CH:13]=[CH:12][C:11]([Cl:14])=[CH:10][C:6]=1[C:7]([OH:9])=O)(=[O:3])[CH3:2].[NH2:15][C:16]1[CH:17]=[C:18]([CH:22]=[CH:23][CH:24]=1)[C:19]([NH2:21])=[O:20]. No catalyst specified. The product is [C:1]([O:4][C:5]1[CH:13]=[CH:12][C:11]([Cl:14])=[CH:10][C:6]=1[C:7]([NH:15][C:16]1[CH:24]=[CH:23][CH:22]=[C:18]([C:19](=[O:20])[NH2:21])[CH:17]=1)=[O:9])(=[O:3])[CH3:2]. The yield is 0.158. (5) The reactants are [CH3:1][O:2][C:3]1[CH:4]=[C:5]([C:11]2[N:16]=[C:15]([C:17]#[N:18])[C:14]([N+:19]([O-])=O)=[CH:13][CH:12]=2)[CH:6]=[CH:7][C:8]=1[O:9][CH3:10].[OH-].[NH4+]. The catalyst is CO.Cl.[Fe]. The product is [NH2:19][C:14]1[C:15]([C:17]#[N:18])=[N:16][C:11]([C:5]2[CH:6]=[CH:7][C:8]([O:9][CH3:10])=[C:3]([O:2][CH3:1])[CH:4]=2)=[CH:12][CH:13]=1. The yield is 0.640. (6) The reactants are [CH2:1]([N:3]1[C:11]2[C:6](=[CH:7][C:8]([C:12]3[NH:13][C:14]4[N:15]([N:19]=[C:20]([CH2:24][CH2:25][CH3:26])[C:21]=4[C:22]#[N:23])[C:16](=[O:18])[CH:17]=3)=[CH:9][CH:10]=2)[CH:5]=[N:4]1)[CH3:2].S(=O)(=O)(O)[OH:28]. The catalyst is O. The product is [CH2:1]([N:3]1[C:11]2[C:6](=[CH:7][C:8]([C:12]3[NH:13][C:14]4[N:15]([N:19]=[C:20]([CH2:24][CH2:25][CH3:26])[C:21]=4[C:22]([NH2:23])=[O:28])[C:16](=[O:18])[CH:17]=3)=[CH:9][CH:10]=2)[CH:5]=[N:4]1)[CH3:2]. The yield is 0.760.